This data is from Forward reaction prediction with 1.9M reactions from USPTO patents (1976-2016). The task is: Predict the product of the given reaction. (1) Given the reactants [N:1]1([CH:7]=[CH:8][C:9]([O:11][CH2:12][CH3:13])=[O:10])[CH2:6][CH2:5][CH2:4][CH2:3][CH2:2]1.C(N(CC)CC)C.[F:21][CH:22]([F:26])[C:23](F)=[O:24], predict the reaction product. The product is: [F:21][CH:22]([F:26])[C:23](=[O:24])[C:8](=[CH:7][N:1]1[CH2:6][CH2:5][CH2:4][CH2:3][CH2:2]1)[C:9]([O:11][CH2:12][CH3:13])=[O:10]. (2) Given the reactants [NH2:1][C@H:2]([C:7]1[CH:12]=[CH:11][C:10]([OH:13])=[CH:9][CH:8]=1)[C:3]([O:5][CH3:6])=[O:4].Cl.C(N(CC)C(C)C)(C)C.[C:24]([O:28][C:29](O[C:29]([O:28][C:24]([CH3:27])([CH3:26])[CH3:25])=[O:30])=[O:30])([CH3:27])([CH3:26])[CH3:25], predict the reaction product. The product is: [C:24]([O:28][C:29]([NH:1][C@H:2]([C:7]1[CH:8]=[CH:9][C:10]([OH:13])=[CH:11][CH:12]=1)[C:3]([O:5][CH3:6])=[O:4])=[O:30])([CH3:27])([CH3:26])[CH3:25]. (3) Given the reactants C(N(CC)CC)C.[CH2:8]=[C:9]1[CH2:12][N:11]([C:13]([O:15][C:16]([CH3:19])([CH3:18])[CH3:17])=[O:14])[CH2:10]1.Cl/[C:21](=[N:33]\[OH:34])/[C:22]12[CH2:28][C:25]([C:29]([O:31][CH3:32])=[O:30])([CH2:26][CH2:27]1)[CH2:24][CH2:23]2.ClCCl, predict the reaction product. The product is: [CH3:32][O:31][C:29]([C:25]12[CH2:28][C:22]([C:21]3[CH2:8][C:9]4([CH2:12][N:11]([C:13]([O:15][C:16]([CH3:19])([CH3:18])[CH3:17])=[O:14])[CH2:10]4)[O:34][N:33]=3)([CH2:27][CH2:26]1)[CH2:23][CH2:24]2)=[O:30]. (4) Given the reactants I[C:2]1[CH:7]=[CH:6][C:5]([N+:8]([O-])=O)=[CH:4][CH:3]=1.[O:11]=[C:12]1[CH2:18][CH2:17][N:16]([C:19]([O:21][C:22]([CH3:25])(C)C)=[O:20])[CH2:15][CH2:14][NH:13]1.C(=O)([O-])[O-].[K+].[K+].[Cl-].[Ca+2].[Cl-], predict the reaction product. The product is: [NH2:8][C:5]1[CH:6]=[CH:7][C:2]([N:13]2[C:12](=[O:11])[CH2:18][CH2:17][N:16]([C:19]([O:21][CH2:22][C:25]3[CH:6]=[CH:7][CH:2]=[CH:3][CH:4]=3)=[O:20])[CH2:15][CH2:14]2)=[CH:3][CH:4]=1. (5) Given the reactants Br[C:2]1[CH:7]=[CH:6][C:5]([C:8]2[CH:13]=[CH:12][C:11]([O:14][CH2:15][CH2:16][CH2:17][N:18]3[CH2:23][CH2:22][CH2:21][CH2:20][CH2:19]3)=[CH:10][CH:9]=2)=[CH:4][CH:3]=1.[CH2:24]([N:27]1[CH2:32][CH2:31][CH2:30][CH2:29][CH2:28]1)[C:25]#[CH:26].C1(P(C2C=CC=CC=2)C2C=CC=CC=2)C=CC=CC=1.C([O-])(=O)C([O-])=O, predict the reaction product. The product is: [N:27]1([CH2:24][C:25]#[C:26][C:2]2[CH:7]=[CH:6][C:5]([C:8]3[CH:13]=[CH:12][C:11]([O:14][CH2:15][CH2:16][CH2:17][N:18]4[CH2:23][CH2:22][CH2:21][CH2:20][CH2:19]4)=[CH:10][CH:9]=3)=[CH:4][CH:3]=2)[CH2:32][CH2:31][CH2:30][CH2:29][CH2:28]1.